From a dataset of Reaction yield outcomes from USPTO patents with 853,638 reactions. Predict the reaction yield, written as a fraction of the theoretical maximum amount of product (1.0 means a 100% yield; for example, 0.34 means a 34% yield). (1) The reactants are Cl[C:2]1[N:10]=[C:9]([F:11])[N:8]=[C:7]2[C:3]=1[N:4]=[CH:5][NH:6]2.[NH2:12][CH2:13][C:14]1[CH:19]=[CH:18][CH:17]=[CH:16][N:15]=1. The catalyst is C(Cl)(Cl)Cl.CO. The product is [F:11][C:9]1[N:8]=[C:7]2[C:3]([N:4]=[CH:5][NH:6]2)=[C:2]([NH:12][CH2:13][C:14]2[CH:19]=[CH:18][CH:17]=[CH:16][N:15]=2)[N:10]=1. The yield is 0.710. (2) The reactants are N[C:2]1[CH:7]=[CH:6][CH:5]=[CH:4][C:3]=1[S:8]([NH:11][C:12]1[CH:13]=[CH:14][CH:15]=[C:16]2[C:21]=1[N:20]=[CH:19][CH:18]=[CH:17]2)(=[O:10])=[O:9].N(OC(C)(C)C)=O. The catalyst is C(O)(=O)C. The product is [CH:17]1[C:16]2[C:21](=[C:12]3[C:13](=[CH:14][CH:15]=2)[C:4]2[C:3](=[CH:2][CH:7]=[CH:6][CH:5]=2)[S:8](=[O:10])(=[O:9])[NH:11]3)[N:20]=[CH:19][CH:18]=1. The yield is 0.530. (3) The reactants are [CH:1]([C:3]1[CH:8]=[CH:7][C:6]([C:9]2[CH:14]=[CH:13][C:12]([CH2:15][CH2:16][C:17]([C:19]3[O:20][C:21]([C:24]4[N:29]=[C:28]([C:30]([O:32][CH3:33])=[O:31])[CH:27]=[CH:26][CH:25]=4)=[CH:22][N:23]=3)=[O:18])=[CH:11][CH:10]=2)=[CH:5][CH:4]=1)=O.[CH3:34][NH:35][CH3:36].[BH-](OC(C)=O)(OC(C)=O)OC(C)=O.[Na+]. The catalyst is ClC(Cl)C. The product is [CH3:34][N:35]([CH2:1][C:3]1[CH:8]=[CH:7][C:6]([C:9]2[CH:10]=[CH:11][C:12]([CH2:15][CH2:16][C:17]([C:19]3[O:20][C:21]([C:24]4[N:29]=[C:28]([C:30]([O:32][CH3:33])=[O:31])[CH:27]=[CH:26][CH:25]=4)=[CH:22][N:23]=3)=[O:18])=[CH:13][CH:14]=2)=[CH:5][CH:4]=1)[CH3:36]. The yield is 0.250. (4) The reactants are Cl.[NH2:2][CH:3]1[CH:7]2[O:8][CH2:9][CH:10]([OH:11])[CH:6]2[O:5][CH2:4]1.[Cl:12][C:13]1[N:18]=[C:17](Cl)[CH:16]=[CH:15][N:14]=1.CCN(CC)CC. The catalyst is CCO. The product is [Cl:12][C:13]1[N:18]=[C:17]([NH:2][CH:3]2[CH:7]3[O:8][CH2:9][CH:10]([OH:11])[CH:6]3[O:5][CH2:4]2)[CH:16]=[CH:15][N:14]=1. The yield is 0.320. (5) The reactants are C([O:3][C:4]([C:6]1[C:7]([C:12]2[CH:17]=[CH:16][CH:15]=[C:14]([F:18])[CH:13]=2)=[N:8][O:9][C:10]=1[CH3:11])=O)C.[H-].[Al+3].[Li+].[H-].[H-].[H-].O.[OH-].[Na+]. The catalyst is C1COCC1. The product is [F:18][C:14]1[CH:13]=[C:12]([C:7]2[C:6]([CH2:4][OH:3])=[C:10]([CH3:11])[O:9][N:8]=2)[CH:17]=[CH:16][CH:15]=1. The yield is 0.750. (6) The reactants are [CH2:1]([O:3][C:4](=[O:16])[CH2:5][O:6][C:7]1[CH:12]=[CH:11][CH:10]=[C:9]([N+:13]([O-])=O)[CH:8]=1)[CH3:2]. The catalyst is CO.[Pd]. The product is [CH2:1]([O:3][C:4](=[O:16])[CH2:5][O:6][C:7]1[CH:12]=[CH:11][CH:10]=[C:9]([NH2:13])[CH:8]=1)[CH3:2]. The yield is 0.770. (7) The reactants are C([O:3][C@@H:4]1[CH2:9][CH2:8][CH2:7][N:6]([C:10]2[N:11]=[C:12]3[CH:29]=[C:28](/[CH:30]=[CH:31]/[C:32]4[S:33][CH:34]=[C:35]([CH:37]([CH3:39])[CH3:38])[N:36]=4)[CH:27]=[CH:26][N:13]3[C:14](=[O:25])[C:15]=2/[CH:16]=[CH:17]/[C:18]([O:20][C:21]([CH3:24])([CH3:23])[CH3:22])=[O:19])[CH2:5]1)=O.OC1CCCN(C2N=C3C=C(/C=C/C4SC=C(C(C)C)N=4)C=CN3C(=O)C=2/C=C/C(OC(C)(C)C)=O)C1. No catalyst specified. The product is [OH:3][C@@H:4]1[CH2:9][CH2:8][CH2:7][N:6]([C:10]2[N:11]=[C:12]3[CH:29]=[C:28](/[CH:30]=[CH:31]/[C:32]4[S:33][CH:34]=[C:35]([CH:37]([CH3:39])[CH3:38])[N:36]=4)[CH:27]=[CH:26][N:13]3[C:14](=[O:25])[C:15]=2/[CH:16]=[CH:17]/[C:18]([O:20][C:21]([CH3:22])([CH3:23])[CH3:24])=[O:19])[CH2:5]1. The yield is 0.810. (8) The reactants are [F:1][C:2]1[CH:7]=[C:6](I)[CH:5]=[CH:4][C:3]=1[N:9]1[CH:14]=[C:13]([O:15][CH3:16])[C:12](=[O:17])[C:11]([C:18]2[N:22]([C:23]3[CH:28]=[CH:27][CH:26]=[CH:25][CH:24]=3)[N:21]=[CH:20][CH:19]=2)=[N:10]1.[CH3:29][C:30]1([CH3:36])[O:34][C:33](=[O:35])[NH:32][CH2:31]1.N[C@@H]1CCCC[C@H]1N.[O-]P([O-])([O-])=O.[K+].[K+].[K+].C([O-])(O)=O.[Na+]. The catalyst is O1CCOCC1.[Cu]I. The product is [CH3:29][C:30]1([CH3:36])[O:34][C:33](=[O:35])[N:32]([C:6]2[CH:5]=[CH:4][C:3]([N:9]3[CH:14]=[C:13]([O:15][CH3:16])[C:12](=[O:17])[C:11]([C:18]4[N:22]([C:23]5[CH:28]=[CH:27][CH:26]=[CH:25][CH:24]=5)[N:21]=[CH:20][CH:19]=4)=[N:10]3)=[C:2]([F:1])[CH:7]=2)[CH2:31]1. The yield is 0.660.